This data is from Catalyst prediction with 721,799 reactions and 888 catalyst types from USPTO. The task is: Predict which catalyst facilitates the given reaction. (1) Reactant: F[C:2](F)(F)[C:3]([OH:5])=[O:4].[CH2:8]([N:15]1[CH2:20][CH:19]=[C:18]([C:21]([CH3:50])([CH3:49])[CH2:22][CH:23]2[NH:27][CH:26]([C:28]([OH:30])=O)[CH:25]([C:31]3[CH:36]=[CH:35][CH:34]=[C:33]([Cl:37])[C:32]=3[F:38])[C:24]2([C:41]2[CH:46]=[CH:45][C:44]([Cl:47])=[CH:43][C:42]=2[F:48])[C:39]#[N:40])[CH2:17][CH2:16]1)[C:9]1[CH:14]=[CH:13][CH:12]=[CH:11][CH:10]=1.CC1(C)O[C@@H:55]([CH2:57][CH2:58][NH2:59])[CH2:54]O1.[CH3:61]N(C(ON1N=NC2C=CC=NC1=2)=[N+](C)C)C.F[P-](F)(F)(F)(F)F.CCN(C(C)C)C(C)C. Product: [CH3:2][C:3]1([CH3:61])[O:5][C@@H:55]([CH2:57][CH2:58][NH:59][C:28]([CH:26]2[CH:25]([C:31]3[CH:36]=[CH:35][CH:34]=[C:33]([Cl:37])[C:32]=3[F:38])[C:24]([C:41]3[CH:46]=[CH:45][C:44]([Cl:47])=[CH:43][C:42]=3[F:48])([C:39]#[N:40])[CH:23]([CH2:22][C:21]([C:18]3[CH2:17][CH2:16][N:15]([CH2:8][C:9]4[CH:14]=[CH:13][CH:12]=[CH:11][CH:10]=4)[CH2:20][CH:19]=3)([CH3:49])[CH3:50])[NH:27]2)=[O:30])[CH2:54][O:4]1. The catalyst class is: 2. (2) Reactant: Br[C:2]1[N:6]2[N:7]=[C:8]([NH:11][CH2:12][CH2:13][CH2:14][N:15]([CH3:17])[CH3:16])[CH:9]=[CH:10][C:5]2=[N:4][CH:3]=1.[CH:18](/B(O)O)=[CH:19]\[CH2:20][CH2:21][CH2:22][CH3:23].[ClH:27]. Product: [ClH:27].[CH:18](/[C:2]1[N:6]2[N:7]=[C:8]([NH:11][CH2:12][CH2:13][CH2:14][N:15]([CH3:17])[CH3:16])[CH:9]=[CH:10][C:5]2=[N:4][CH:3]=1)=[CH:19]\[CH2:20][CH2:21][CH2:22][CH3:23]. The catalyst class is: 28.